This data is from Reaction yield outcomes from USPTO patents with 853,638 reactions. The task is: Predict the reaction yield, written as a fraction of the theoretical maximum amount of product (1.0 means a 100% yield; for example, 0.34 means a 34% yield). (1) The reactants are [C:1]([OH:10])(=[O:9])[C:2]1[C:3](=[CH:5][CH:6]=[CH:7][CH:8]=1)[SH:4].N1C=CC=CC=1.[CH:17]1([C:21](Cl)=[O:22])[CH2:20][CH2:19][CH2:18]1. The catalyst is C(OC)(C)(C)C.O.Cl. The product is [CH:17]1([C:21]([S:4][C:3]2[CH:5]=[CH:6][CH:7]=[CH:8][C:2]=2[C:1]([OH:10])=[O:9])=[O:22])[CH2:20][CH2:19][CH2:18]1. The yield is 0.960. (2) The reactants are [F:1][C@@H:2]1[C@H:8]([NH:9]C(=O)OC(C)(C)C)[CH2:7][CH2:6][C@@H:5]([C:17]2[N:21]([CH3:22])[N:20]=[CH:19][C:18]=2[N+:23]([O-])=O)[O:4][CH2:3]1.[Si]([O:33][CH2:34][CH2:35][O:36][C:37]1[CH:42]=[C:41]([F:43])[C:40]([C:44]2[N:49]=[C:48]([C:50](O)=[O:51])[CH:47]=[CH:46][C:45]=2[F:53])=[C:39]([F:54])[CH:38]=1)(C(C)(C)C)(C)C. No catalyst specified. The product is [NH2:9][C@H:8]1[C@@H:2]([F:1])[CH2:3][O:4][C@H:5]([C:17]2[N:21]([CH3:22])[N:20]=[CH:19][C:18]=2[NH:23][C:50](=[O:51])[C:48]2[CH:47]=[CH:46][C:45]([F:53])=[C:44]([C:40]3[C:41]([F:43])=[CH:42][C:37]([O:36][CH2:35][CH2:34][OH:33])=[CH:38][C:39]=3[F:54])[N:49]=2)[CH2:6][CH2:7]1. The yield is 0.620. (3) The reactants are [C:1]([O:5][C:6]([N:8]1[CH2:14][CH2:13][CH2:12][C@H:11]([OH:15])[C@H:10]([NH2:16])[CH2:9]1)=[O:7])([CH3:4])([CH3:3])[CH3:2].[N:17]1[CH:22]=[CH:21][C:20]([C:23](O)=[O:24])=[CH:19][CH:18]=1.CN(C1C=CC=CN=1)C.C1CCC(N=C=NC2CCCCC2)CC1. The catalyst is C(Cl)Cl.O. The product is [C:1]([O:5][C:6]([N:8]1[CH2:14][CH2:13][CH2:12][C@H:11]([OH:15])[C@H:10]([NH:16][C:23]([C:20]2[CH:21]=[CH:22][N:17]=[CH:18][CH:19]=2)=[O:24])[CH2:9]1)=[O:7])([CH3:4])([CH3:2])[CH3:3]. The yield is 0.860. (4) The reactants are [CH:1]1[CH:6]=[CH:5][C:4]([C:7]2[C:12]([N:13]=[C:14]=[O:15])=[CH:11][CH:10]=[CH:9][CH:8]=2)=[CH:3][CH:2]=1.Cl.[N:17]12[CH2:24][CH2:23][CH:20]([CH2:21][CH2:22]1)[C@@H:19](O)[CH2:18]2.CN(C)C=[O:29]. The catalyst is C(OCC)(=O)C. The product is [N:17]12[CH2:18][CH:19]([CH2:21][CH2:22]1)[C@H:20]([O:15][C:14](=[O:29])[NH:13][C:12]1[CH:11]=[CH:10][CH:9]=[CH:8][C:7]=1[C:4]1[CH:3]=[CH:2][CH:1]=[CH:6][CH:5]=1)[CH2:23][CH2:24]2. The yield is 0.990. (5) The reactants are [CH2:1]([N:3]1[C:11]2[C:6](=[CH:7][CH:8]=[C:9]([O:12][CH3:13])[CH:10]=2)[C:5]([C:14]#[N:15])=[C:4]1I)[CH3:2].[F-].[Cs+]. The catalyst is COCCOC.Cl[Pd](Cl)([P](C1C=CC=CC=1)(C1C=CC=CC=1)C1C=CC=CC=1)[P](C1C=CC=CC=1)(C1C=CC=CC=1)C1C=CC=CC=1. The product is [NH2:3][C:11]1[CH:6]=[CH:7][C:8]([C:4]2[N:3]([CH2:1][CH3:2])[C:11]3[C:6]([C:5]=2[C:14]#[N:15])=[CH:7][CH:8]=[C:9]([O:12][CH3:13])[CH:10]=3)=[CH:9][CH:10]=1. The yield is 0.690. (6) The reactants are [N+:1]([C:4]1[C:5]([NH:19][CH:20]2[CH2:25][CH2:24][O:23][CH2:22][CH2:21]2)=[N:6][C:7]([C:10]2[CH:11]=[N:12][N:13]3[CH:18]=[CH:17][N:16]=[CH:15][C:14]=23)=[N:8][CH:9]=1)([O-])=O. The catalyst is [Pd].C(O)C. The product is [N:12]1[N:13]2[CH:18]=[CH:17][N:16]=[CH:15][C:14]2=[C:10]([C:7]2[N:6]=[C:5]([NH:19][CH:20]3[CH2:21][CH2:22][O:23][CH2:24][CH2:25]3)[C:4]([NH2:1])=[CH:9][N:8]=2)[CH:11]=1. The yield is 0.940. (7) The yield is 0.820. The product is [CH3:16][CH:14]([Si:4]([CH:2]([CH3:1])[CH3:3])([CH:11]([CH3:12])[CH3:13])[O:5][CH2:6]/[C:7](/[CH3:8])=[CH:17]/[CH:18]=[O:19])[CH3:15]. The catalyst is ClCCl.CCOCC. The reactants are [CH3:1][CH:2]([Si:4]([CH:14]([CH3:16])[CH3:15])([CH:11]([CH3:13])[CH3:12])[O:5]/[C:6](/C)=[CH:7]/[CH2:8]O)[CH3:3].[CH3:17][C:18](OI1(OC(C)=O)(OC(C)=O)OC(=O)C2C=CC=CC1=2)=[O:19].C([O-])(O)=O.[Na+].[O-]S([O-])(=S)=O.[Na+].[Na+]. (8) The reactants are NC1C=CC(C(NC(C)C(N2CCCC2C(O)=O)=O)=O)=CC=1Cl.[O:24]=[C:25]1[O:29][CH:28]([O:30][CH2:31][CH2:32]C2C=CC=CC=2)[CH:27]([NH:39][C:40]([CH:42]2[CH2:46][CH2:45][CH2:44][N:43]2[C:47](=[O:61])[CH:48]([NH:50][C:51](=[O:60])[C:52]2[CH:57]=[CH:56][C:55]([NH2:58])=[C:54]([Cl:59])[CH:53]=2)[CH3:49])=[O:41])[CH2:26]1. No catalyst specified. The product is [CH2:31]([O:30][CH:28]1[CH:27]([NH:39][C:40]([CH:42]2[CH2:46][CH2:45][CH2:44][N:43]2[C:47](=[O:61])[CH:48]([NH:50][C:51](=[O:60])[C:52]2[CH:57]=[CH:56][C:55]([NH2:58])=[C:54]([Cl:59])[CH:53]=2)[CH3:49])=[O:41])[CH2:26][C:25](=[O:24])[O:29]1)[CH3:32]. The yield is 0.590.